Dataset: Retrosynthesis with 50K atom-mapped reactions and 10 reaction types from USPTO. Task: Predict the reactants needed to synthesize the given product. (1) Given the product COC(=O)C1(C)CCN(Cc2cccc(Oc3ccccc3)c2)C1, predict the reactants needed to synthesize it. The reactants are: COC(=O)C1(C)CCNC1.O=Cc1cccc(Oc2ccccc2)c1. (2) The reactants are: O=S(=O)(CCCNCCF)CCCC(F)(F)C(F)(F)F.Oc1ccc2c(c1)CCCC(c1ccc(F)cc1)=C2CCCCCCBr. Given the product O=S(=O)(CCCN(CCF)CCCCCCC1=C(c2ccc(F)cc2)CCCc2cc(O)ccc21)CCCC(F)(F)C(F)(F)F, predict the reactants needed to synthesize it. (3) The reactants are: CCOC(=O)c1cccc(B(O)O)c1.O=C1CCCc2ccc(OS(=O)(=O)C(F)(F)F)cc21. Given the product CCOC(=O)c1cccc(-c2ccc3c(c2)C(=O)CCC3)c1, predict the reactants needed to synthesize it. (4) The reactants are: CCCCCCCCCCCCCCc1ccc(C(=O)OCC)[nH]1. Given the product CCCCCCCCCCCCCCc1ccc(C(=O)O)[nH]1, predict the reactants needed to synthesize it. (5) Given the product CCOC(=O)c1cc2cc(OC(C)=O)ccc2n1Cc1ccc(Cl)c(I)c1, predict the reactants needed to synthesize it. The reactants are: CCOC(=O)c1cc2cc(OC(C)=O)ccc2[nH]1.Clc1ccc(CBr)cc1I.